From a dataset of Full USPTO retrosynthesis dataset with 1.9M reactions from patents (1976-2016). Predict the reactants needed to synthesize the given product. (1) Given the product [CH2:15]([S:22][C:2]1[CH:7]=[CH:6][CH:5]=[C:4]([CH3:8])[N:3]=1)[C:16]1[CH:21]=[CH:20][CH:19]=[CH:18][CH:17]=1, predict the reactants needed to synthesize it. The reactants are: Cl[C:2]1[CH:7]=[CH:6][CH:5]=[C:4]([CH3:8])[N:3]=1.C(=O)([O-])[O-].[K+].[K+].[CH2:15]([SH:22])[C:16]1[CH:21]=[CH:20][CH:19]=[CH:18][CH:17]=1.O. (2) The reactants are: [BH4-].[Na+].[Cl:3][C:4]1[CH:5]=[N:6][CH:7]=[CH:8][C:9]=1[CH:10]=[O:11].O. Given the product [Cl:3][C:4]1[CH:5]=[N:6][CH:7]=[CH:8][C:9]=1[CH2:10][OH:11], predict the reactants needed to synthesize it.